From a dataset of Catalyst prediction with 721,799 reactions and 888 catalyst types from USPTO. Predict which catalyst facilitates the given reaction. (1) Reactant: O=[C:2]1[NH:11][C:10]2[C:5](=[CH:6][CH:7]=[C:8]([C:12]([O:14][CH3:15])=[O:13])[CH:9]=2)[N:4]=[C:3]1[C:16]1[CH:21]=[CH:20][CH:19]=[CH:18][CH:17]=1.P(Br)(Br)([Br:24])=O. Product: [Br:24][C:2]1[C:3]([C:16]2[CH:21]=[CH:20][CH:19]=[CH:18][CH:17]=2)=[N:4][C:5]2[C:10]([N:11]=1)=[CH:9][C:8]([C:12]([O:14][CH3:15])=[O:13])=[CH:7][CH:6]=2. The catalyst class is: 23. (2) Reactant: [CH2:1]([NH2:7])[CH2:2][CH2:3][CH2:4][CH2:5][CH3:6].CC(OC([NH:15][C@H:16]([C:25](O)=O)[CH2:17][CH2:18][C:19]1[CH:24]=[CH:23][CH:22]=[CH:21][CH:20]=1)=O)(C)C.[CH:28]1[CH:33]=[N:32][C:31]2[N:34](O)N=N[C:30]=2[CH:29]=1.N1[C:43]([CH3:44])=[CH:42][CH:41]=[CH:40][C:39]=1[CH3:45].CCN=C=NCCCN(C)C.Cl. Product: [CH2:16]([NH-:15])[CH2:17][CH2:18][CH2:19][CH2:20][CH2:21][CH2:22][CH3:23].[CH2:1]([NH-:7])[CH2:2][CH2:3][CH2:4][CH2:5][CH2:6][CH2:33][CH2:28][CH2:29][CH3:30].[CH2:31]([NH-:34])[CH2:30][CH2:29][CH2:28][CH2:33][CH2:45][CH2:39][CH2:40][CH2:41][CH2:42][CH2:43][CH3:44].[CH2:31]([NH-:32])[CH2:30][CH2:29][CH2:28][CH2:20][CH2:21][CH2:22][CH2:23][CH2:24][CH2:19][CH2:18][CH2:17][CH2:16][CH3:25]. The catalyst class is: 31. (3) Reactant: [OH-].[Li+].[F:3][C:4]1[CH:13]=[CH:12][C:7]([C:8]([O:10]C)=[O:9])=[CH:6][C:5]=1[S:14]([N:17]1[CH2:22][CH2:21][O:20][CH2:19][CH2:18]1)(=[O:16])=[O:15]. Product: [F:3][C:4]1[CH:13]=[CH:12][C:7]([C:8]([OH:10])=[O:9])=[CH:6][C:5]=1[S:14]([N:17]1[CH2:22][CH2:21][O:20][CH2:19][CH2:18]1)(=[O:15])=[O:16]. The catalyst class is: 72. (4) Reactant: [Br:1][C:2]1[CH:7]=[CH:6][C:5]([NH:8][C:9](=[N:17][OH:18])[C:10]2[CH:15]=[CH:14][CH:13]=[CH:12][C:11]=2F)=[CH:4][CH:3]=1.CC(C)([O-])C.[K+]. Product: [O:18]1[C:11]2[CH:12]=[CH:13][CH:14]=[CH:15][C:10]=2[C:9]([NH:8][C:5]2[CH:6]=[CH:7][C:2]([Br:1])=[CH:3][CH:4]=2)=[N:17]1. The catalyst class is: 60. (5) Reactant: [NH2:1][C:2]1[C:21]([C:22]2[CH:23]=[CH:24][C:25]3[O:38][CH2:37][N:28]4[C:29]5[CH:30]=[CH:31][CH:32]=[C:33]([F:36])[C:34]=5[CH:35]=[C:27]4[C:26]=3[N:39]=2)=[CH:20][C:5]2[C:6]([C:16]([NH:18][CH3:19])=[O:17])=[C:7]([C:9]3[CH:14]=[CH:13][C:12]([F:15])=[CH:11][CH:10]=3)[O:8][C:4]=2[CH:3]=1.[Cl:40][CH2:41][C:42]([N:44]=[C:45]=[O:46])=[O:43]. Product: [Cl:40][CH2:41][C:42]([NH:44][C:45](=[O:46])[NH:1][C:2]1[C:21]([C:22]2[CH:23]=[CH:24][C:25]3[O:38][CH2:37][N:28]4[C:29]5[CH:30]=[CH:31][CH:32]=[C:33]([F:36])[C:34]=5[CH:35]=[C:27]4[C:26]=3[N:39]=2)=[CH:20][C:5]2[C:6]([C:16]([NH:18][CH3:19])=[O:17])=[C:7]([C:9]3[CH:14]=[CH:13][C:12]([F:15])=[CH:11][CH:10]=3)[O:8][C:4]=2[CH:3]=1)=[O:43]. The catalyst class is: 1. (6) Reactant: [C:1]1([C:7]2[CH:31]=[CH:30][C:10]([C:11]([N:13]3[C:19]4[CH:20]=[CH:21][CH:22]=[CH:23][C:18]=4[CH2:17][N:16]4[C:24]([C:27](O)=[O:28])=[CH:25][CH:26]=[C:15]4[CH2:14]3)=[O:12])=[CH:9][C:8]=2[CH3:32])[CH2:6][CH2:5][CH2:4][CH2:3][CH:2]=1.Cl.[CH3:34][O:35][C:36](=[O:41])[C@H:37]([CH2:39][OH:40])[NH2:38].ON1C2C=CC=CC=2N=N1.Cl.C(N=C=N)C.C(N(CC)C(C)C)(C)C. Product: [CH3:34][O:35][C:36](=[O:41])[C@@H:37]([NH:38][C:27]([C:24]1[N:16]2[C:15]([CH2:14][N:13]([C:11](=[O:12])[C:10]3[CH:30]=[CH:31][C:7]([C:1]4[CH2:6][CH2:5][CH2:4][CH2:3][CH:2]=4)=[C:8]([CH3:32])[CH:9]=3)[C:19]3[CH:18]=[CH:23][CH:22]=[CH:21][C:20]=3[CH2:17]2)=[CH:26][CH:25]=1)=[O:28])[CH2:39][OH:40]. The catalyst class is: 13. (7) Reactant: C([O:5][C:6](=[O:39])[C@H:7]([NH:9][C:10]([C:12]1[CH:16]=[C:15]([O:17][CH2:18][C:19]([N:21]2[CH2:25][CH2:24][CH2:23][C@H:22]2[C:26](=[O:32])[NH:27][CH:28]2[CH2:31][CH2:30][CH2:29]2)=[O:20])[N:14]([C:33]2[CH:38]=[CH:37][CH:36]=[CH:35][CH:34]=2)[N:13]=1)=[O:11])[CH3:8])(C)(C)C.C(O)(C(F)(F)F)=O. Product: [CH:28]1([NH:27][C:26]([C@@H:22]2[CH2:23][CH2:24][CH2:25][N:21]2[C:19](=[O:20])[CH2:18][O:17][C:15]2[N:14]([C:33]3[CH:38]=[CH:37][CH:36]=[CH:35][CH:34]=3)[N:13]=[C:12]([C:10]([NH:9][C@H:7]([CH3:8])[C:6]([OH:39])=[O:5])=[O:11])[CH:16]=2)=[O:32])[CH2:29][CH2:30][CH2:31]1. The catalyst class is: 4.